This data is from HIV replication inhibition screening data with 41,000+ compounds from the AIDS Antiviral Screen. The task is: Binary Classification. Given a drug SMILES string, predict its activity (active/inactive) in a high-throughput screening assay against a specified biological target. (1) The compound is CSc1ccc(C(=O)C(=O)c2ccc(SC)s2)s1. The result is 0 (inactive). (2) The drug is O=c1ccc(=O)n(CO)[nH]1. The result is 0 (inactive). (3) The molecule is COC1C=CC=CC=CCC(OC(=O)C(C)NC(=O)C2CCCCC2)C(C)C(O)C(C)=CCCc2c(O)c(cc3c2SCC(=O)N3)NC(=O)C1. The result is 0 (inactive). (4) The compound is CCN1CCN(c2ccc(Nc3ccnc4ccc5nn(C)nc5c34)cc2)CC1. The result is 0 (inactive). (5) The molecule is C=CCNc1nc2c(s1)CCc1cc(OC)c(OC)cc1-2. The result is 0 (inactive). (6) The drug is N#CC(C=Cc1ccccc1)Nc1ccccc1N. The result is 0 (inactive). (7) The molecule is Cc1cc(C)nc(NS(=O)(=O)c2ccc(Nc3c4ccccc4nc4ccc(C(=O)Nc5ccc(S(=O)(=O)NC(=N)N)cc5)cc34)cc2)n1. The result is 1 (active). (8) The molecule is O=C(O)c1nc2ccc(C(F)(F)F)cc2nc1NCc1ccc(Cl)c(Cl)c1. The result is 0 (inactive). (9) The result is 0 (inactive). The compound is CCN(CC)c1ccc2cc(-c3nc(O)c4ccccc4n3)c(=N)oc2c1. (10) The drug is COc1cc(O)c(C(C)=O)c(O)c1. The result is 0 (inactive).